This data is from Full USPTO retrosynthesis dataset with 1.9M reactions from patents (1976-2016). The task is: Predict the reactants needed to synthesize the given product. (1) Given the product [C:28]([NH:1][CH2:2][C@@H:3]([NH:5][C:6]1[CH:25]=[CH:24][C:23]([C:26]#[N:27])=[CH:22][C:7]=1[C:8]([NH:10][CH2:11][C:12]1[CH:17]=[CH:16][C:15]([O:18][CH3:19])=[C:14]([O:20][CH3:21])[CH:13]=1)=[O:9])[CH3:4])(=[O:30])[CH3:29], predict the reactants needed to synthesize it. The reactants are: [NH2:1][CH2:2][C@@H:3]([NH:5][C:6]1[CH:25]=[CH:24][C:23]([C:26]#[N:27])=[CH:22][C:7]=1[C:8]([NH:10][CH2:11][C:12]1[CH:17]=[CH:16][C:15]([O:18][CH3:19])=[C:14]([O:20][CH3:21])[CH:13]=1)=[O:9])[CH3:4].[C:28](OC(=O)C)(=[O:30])[CH3:29]. (2) Given the product [NH2:2][CH2:1][C:3]1[CH:8]=[CH:7][C:6]([NH:9][S:10]([CH3:13])(=[O:12])=[O:11])=[C:5]([F:14])[CH:4]=1, predict the reactants needed to synthesize it. The reactants are: [C:1]([C:3]1[CH:8]=[CH:7][C:6]([NH:9][S:10]([CH3:13])(=[O:12])=[O:11])=[C:5]([F:14])[CH:4]=1)#[N:2].[H][H]. (3) Given the product [CH:18]1([CH:23]([C:33]2[CH:38]=[CH:37][C:36]([C:2]3[C:3]4[C:4]5[CH:17]=[CH:16][S:15][C:5]=5[C:6](=[O:14])[NH:7][C:8]=4[CH:9]=[CH:10][C:11]=3[O:12][CH3:13])=[CH:35][CH:34]=2)[CH2:24][NH:25][C:26](=[O:32])[O:27][C:28]([CH3:31])([CH3:30])[CH3:29])[CH2:22][CH2:21][CH2:20][CH2:19]1, predict the reactants needed to synthesize it. The reactants are: Br[C:2]1[C:3]2[C:4]3[CH:17]=[CH:16][S:15][C:5]=3[C:6](=[O:14])[NH:7][C:8]=2[CH:9]=[CH:10][C:11]=1[O:12][CH3:13].[CH:18]1([CH:23]([C:33]2[CH:38]=[CH:37][C:36](B3OC(C)(C)C(C)(C)O3)=[CH:35][CH:34]=2)[CH2:24][NH:25][C:26](=[O:32])[O:27][C:28]([CH3:31])([CH3:30])[CH3:29])[CH2:22][CH2:21][CH2:20][CH2:19]1. (4) Given the product [OH:20][C:17]([CH3:18])([CH3:16])[CH2:1][S:2]([N:5]1[CH2:6][CH2:7][C:8]2([C:12](=[O:13])[N:11]([C:14]3[CH:15]=[CH:16][C:17]([O:20][C:21]([F:23])([F:22])[F:24])=[CH:18][CH:19]=3)[CH2:10][CH2:9]2)[CH2:25][CH2:26]1)(=[O:4])=[O:3], predict the reactants needed to synthesize it. The reactants are: [CH3:1][S:2]([N:5]1[CH2:26][CH2:25][C:8]2([C:12](=[O:13])[N:11]([C:14]3[CH:19]=[CH:18][C:17]([O:20][C:21]([F:24])([F:23])[F:22])=[CH:16][CH:15]=3)[CH2:10][CH2:9]2)[CH2:7][CH2:6]1)(=[O:4])=[O:3].